Dataset: Catalyst prediction with 721,799 reactions and 888 catalyst types from USPTO. Task: Predict which catalyst facilitates the given reaction. (1) Reactant: [C:1]([N:4]1[C:8]2=[N:9][CH:10]=[CH:11][CH:12]=[C:7]2[C:6]([O:13]C(=O)C)=[CH:5]1)(=[O:3])[CH3:2].C([O-])(=O)C.[Na]. Product: [OH:13][C:6]1[C:7]2[C:8](=[N:9][CH:10]=[CH:11][CH:12]=2)[N:4]([C:1](=[O:3])[CH3:2])[CH:5]=1. The catalyst class is: 5. (2) Reactant: Cl[C:2]1[CH:7]=[CH:6][N+:5]([O-:8])=[CH:4][CH:3]=1.[F:9][C:10]([F:21])([F:20])[C:11]1[CH:16]=[CH:15][C:14](B(O)O)=[CH:13][CH:12]=1.C(=O)([O-])[O-].[Na+].[Na+]. Product: [F:9][C:10]([F:21])([F:20])[C:11]1[CH:16]=[CH:15][C:14]([C:2]2[CH:7]=[CH:6][N+:5]([O-:8])=[CH:4][CH:3]=2)=[CH:13][CH:12]=1. The catalyst class is: 104. (3) Reactant: Br[C:2]1[CH:3]=[C:4]([CH2:8][NH:9][C:10](=[O:36])[CH2:11][C:12]([NH:14][CH2:15][C:16]2[C:17]([NH:29][CH:30]3[CH2:35][CH2:34][O:33][CH2:32][CH2:31]3)=[C:18]3[CH:26]=[N:25][N:24]([CH2:27][CH3:28])[C:19]3=[N:20][C:21]=2[CH2:22][CH3:23])=[O:13])[CH:5]=[CH:6][CH:7]=1.[CH:37]([C:39]1[CH:40]=[C:41](B(O)O)[CH:42]=[CH:43][CH:44]=1)=[O:38].C([O-])([O-])=O.[K+].[K+]. Product: [CH2:27]([N:24]1[C:19]2=[N:20][C:21]([CH2:22][CH3:23])=[C:16]([CH2:15][NH:14][C:12](=[O:13])[CH2:11][C:10]([NH:9][CH2:8][C:4]3[CH:3]=[C:2]([C:43]4[CH:42]=[CH:41][CH:40]=[C:39]([CH:37]=[O:38])[CH:44]=4)[CH:7]=[CH:6][CH:5]=3)=[O:36])[C:17]([NH:29][CH:30]3[CH2:35][CH2:34][O:33][CH2:32][CH2:31]3)=[C:18]2[CH:26]=[N:25]1)[CH3:28]. The catalyst class is: 117. (4) Reactant: [CH2:1]([O:3][C:4](=[O:28])[CH2:5][C:6]1[CH:7]=[C:8]([C:14]2[CH:19]=[CH:18][C:17]([C:20]([F:23])([F:22])[F:21])=[CH:16][C:15]=2[CH2:24][NH:25][CH2:26][CH3:27])[C:9]([O:12][CH3:13])=[CH:10][CH:11]=1)[CH3:2].[O-:29][C:30]#[N:31].[Na+].C(O)(=O)C.CN(C=O)C. Product: [CH2:1]([O:3][C:4](=[O:28])[CH2:5][C:6]1[CH:7]=[C:8]([C:14]2[CH:19]=[CH:18][C:17]([C:20]([F:23])([F:21])[F:22])=[CH:16][C:15]=2[CH2:24][N:25]([CH2:26][CH3:27])[C:30]([NH2:31])=[O:29])[C:9]([O:12][CH3:13])=[CH:10][CH:11]=1)[CH3:2]. The catalyst class is: 6. (5) Reactant: [CH2:1]([O:8][CH2:9][CH2:10][CH:11]([CH:13]([CH2:21][C@H:22]([NH:30][C:31]([O:33][C:34]([CH3:37])([CH3:36])[CH3:35])=[O:32])[C:23]([O:25][C:26]([CH3:29])([CH3:28])[CH3:27])=[O:24])[C:14]([O:16][C:17]([CH3:20])([CH3:19])[CH3:18])=[O:15])[OH:12])[C:2]1[CH:7]=[CH:6][CH:5]=[CH:4][CH:3]=1.C(N(CC)CC)C.[CH3:45][S:46](Cl)(=[O:48])=[O:47]. Product: [CH2:1]([O:8][CH2:9][CH2:10][CH:11]([CH:13]([CH2:21][C@H:22]([NH:30][C:31]([O:33][C:34]([CH3:37])([CH3:36])[CH3:35])=[O:32])[C:23]([O:25][C:26]([CH3:27])([CH3:28])[CH3:29])=[O:24])[C:14]([O:16][C:17]([CH3:19])([CH3:20])[CH3:18])=[O:15])[O:12][S:46]([CH3:45])(=[O:48])=[O:47])[C:2]1[CH:3]=[CH:4][CH:5]=[CH:6][CH:7]=1. The catalyst class is: 4. (6) The catalyst class is: 11. Product: [C:4]([C:5]1[CH:6]=[N:7][C:8]([N:11]2[CH2:12][CH2:13][N:14]([C:17]([C:19]3[CH:24]=[CH:23][CH:22]=[CH:21][C:20]=3[C:25]([F:28])([F:27])[F:26])=[O:18])[CH2:15][CH2:16]2)=[N:9][CH:10]=1)#[CH:3]. Reactant: OC(C)(C)[C:3]#[C:4][C:5]1[CH:6]=[N:7][C:8]([N:11]2[CH2:16][CH2:15][N:14]([C:17]([C:19]3[CH:24]=[CH:23][CH:22]=[CH:21][C:20]=3[C:25]([F:28])([F:27])[F:26])=[O:18])[CH2:13][CH2:12]2)=[N:9][CH:10]=1.[Na].